This data is from Forward reaction prediction with 1.9M reactions from USPTO patents (1976-2016). The task is: Predict the product of the given reaction. (1) Given the reactants [CH:1]1([OH:11])[C:10]2[C:5](=[CH:6][CH:7]=[CH:8][CH:9]=2)[CH2:4][CH2:3][CH2:2]1.Cl[C:13]1[N:14]=[C:15]([OH:23])[C:16]2[CH:22]=[CH:21][N:20]=[CH:19][C:17]=2[N:18]=1, predict the reaction product. The product is: [CH:1]1([O:11][C:13]2[N:14]=[C:15]([OH:23])[C:16]3[CH:22]=[CH:21][N:20]=[CH:19][C:17]=3[N:18]=2)[C:10]2[C:5](=[CH:6][CH:7]=[CH:8][CH:9]=2)[CH2:4][CH2:3][CH2:2]1. (2) Given the reactants [C:1]([C:3]1[C:4]([CH2:19][NH:20][C:21]([C@@H:23]2[C@@H:27]([F:28])[CH2:26][CH2:25][N:24]2C(OC(C)(C)C)=O)=[O:22])=[CH:5][C:6]([C:9]2[CH:10]=[N:11][C:12]([C:15]([F:18])([F:17])[F:16])=[CH:13][CH:14]=2)=[N:7][CH:8]=1)#[N:2].[ClH:36], predict the reaction product. The product is: [ClH:36].[C:1]([C:3]1[C:4]([CH2:19][NH:20][C:21]([C@@H:23]2[C@@H:27]([F:28])[CH2:26][CH2:25][NH:24]2)=[O:22])=[CH:5][C:6]([C:9]2[CH:10]=[N:11][C:12]([C:15]([F:17])([F:18])[F:16])=[CH:13][CH:14]=2)=[N:7][CH:8]=1)#[N:2]. (3) Given the reactants COC(N[C@@H]1[CH:14]2C(=O)C[C@H:17](C(O)=O)[CH2:18][N:12]3[C:13]2=[C:9]([CH:10]=[CH:11]3)CC1)=O.[CH3:23]N(C(ON1N=NC2C=CC=NC1=2)=[N+](C)C)C.F[P-](F)(F)(F)(F)F.COC(OC)CN, predict the reaction product. The product is: [CH3:17][CH2:18][N:12]([CH:13]([CH3:9])[CH3:14])[CH:11]([CH3:10])[CH3:23]. (4) Given the reactants [Cl:1][C:2]1[C:3](=[O:19])[NH:4][C:5]([CH3:18])=[CH:6][C:7]=1[O:8][CH2:9][C:10]1[CH:15]=[CH:14][C:13]([F:16])=[CH:12][C:11]=1[F:17].Br[CH2:21][C:22]1[N:23]=[CH:24][C:25]([C:28]([O:30][CH2:31][CH3:32])=[O:29])=[N:26][CH:27]=1.[H-].[Na+], predict the reaction product. The product is: [Cl:1][C:2]1[C:3](=[O:19])[N:4]([CH2:21][C:22]2[N:23]=[CH:24][C:25]([C:28]([O:30][CH2:31][CH3:32])=[O:29])=[N:26][CH:27]=2)[C:5]([CH3:18])=[CH:6][C:7]=1[O:8][CH2:9][C:10]1[CH:15]=[CH:14][C:13]([F:16])=[CH:12][C:11]=1[F:17]. (5) Given the reactants [Cl:1][C:2]1[C:10]2[C:5](=[CH:6][C:7]([C:11]([NH:13][CH:14]([C:24]3[CH:29]=[CH:28][CH:27]=[CH:26][C:25]=3[Cl:30])[CH2:15][O:16][CH2:17][CH:18]3[CH2:23][CH2:22][NH:21][CH2:20][CH2:19]3)=[O:12])=[CH:8][CH:9]=2)[NH:4][CH:3]=1.[CH3:31][C:32]([CH3:34])=O, predict the reaction product. The product is: [Cl:1][C:2]1[C:10]2[C:5](=[CH:6][C:7]([C:11]([NH:13][CH:14]([C:24]3[CH:29]=[CH:28][CH:27]=[CH:26][C:25]=3[Cl:30])[CH2:15][O:16][CH2:17][CH:18]3[CH2:23][CH2:22][N:21]([CH:32]([CH3:34])[CH3:31])[CH2:20][CH2:19]3)=[O:12])=[CH:8][CH:9]=2)[NH:4][CH:3]=1. (6) Given the reactants [Br:1][C:2]1[C:3]([CH2:10]Br)=[N:4][C:5]([CH3:9])=[CH:6][C:7]=1[CH3:8].CCCC[N+](CCCC)(CCCC)CCCC.[F-:29], predict the reaction product. The product is: [Br:1][C:2]1[C:3]([CH2:10][F:29])=[N:4][C:5]([CH3:9])=[CH:6][C:7]=1[CH3:8].